Dataset: Full USPTO retrosynthesis dataset with 1.9M reactions from patents (1976-2016). Task: Predict the reactants needed to synthesize the given product. (1) Given the product [CH3:28][O:29][CH:30]([O:34][CH3:35])[CH2:31][CH2:32][N:6]1[C:5]2[C:10](=[CH:11][CH:12]=[C:3]([O:2][CH3:1])[CH:4]=2)[N:9]([C:13]([O:15][CH2:16][C:17]2[CH:18]=[CH:19][CH:20]=[CH:21][CH:22]=2)=[O:14])[CH2:8][C:7]1=[O:23], predict the reactants needed to synthesize it. The reactants are: [CH3:1][O:2][C:3]1[CH:4]=[C:5]2[C:10](=[CH:11][CH:12]=1)[N:9]([C:13]([O:15][CH2:16][C:17]1[CH:22]=[CH:21][CH:20]=[CH:19][CH:18]=1)=[O:14])[CH2:8][C:7](=[O:23])[NH:6]2.[Br-].[Li+].[H-].[Na+].[CH3:28][O:29][CH:30]([O:34][CH3:35])[CH2:31][CH2:32]Br. (2) Given the product [CH3:29][C:19]1[CH:24]=[CH:23][C:22]([S:25]([O:1][CH2:2][CH2:3][N:4]([CH2:11][C:12]([O:14][C:15]([CH3:18])([CH3:17])[CH3:16])=[O:13])[C:5]2[CH:10]=[CH:9][CH:8]=[CH:7][CH:6]=2)(=[O:27])=[O:26])=[CH:21][CH:20]=1, predict the reactants needed to synthesize it. The reactants are: [OH:1][CH2:2][CH2:3][N:4]([CH2:11][C:12]([O:14][C:15]([CH3:18])([CH3:17])[CH3:16])=[O:13])[C:5]1[CH:10]=[CH:9][CH:8]=[CH:7][CH:6]=1.[C:19]1([CH3:29])[CH:24]=[CH:23][C:22]([S:25](Cl)(=[O:27])=[O:26])=[CH:21][CH:20]=1.Cl.CN(C)C.CN(C)C. (3) Given the product [N:32]1([C:2]2[C:3]3[CH:10]=[C:9]([CH2:11][C:12]([F:15])([F:14])[F:13])[S:8][C:4]=3[N:5]=[CH:6][N:7]=2)[CH2:37][CH2:36][NH:35][CH2:34][CH2:33]1, predict the reactants needed to synthesize it. The reactants are: Cl[C:2]1[C:3]2[CH:10]=[C:9]([CH2:11][C:12]([F:15])([F:14])[F:13])[S:8][C:4]=2[N:5]=[CH:6][N:7]=1.C(N(CC)C(C)C)(C)C.C([N:32]1[CH2:37][CH2:36][NH:35][CH2:34][CH2:33]1)(OC(C)(C)C)=O. (4) Given the product [CH3:26][N:27]1[CH:31]=[C:30]([N:1]2[CH:5]=[CH:4][C:3]([C:6]([O:8][CH3:9])=[O:7])=[N:2]2)[CH:29]=[N:28]1, predict the reactants needed to synthesize it. The reactants are: [NH:1]1[CH:5]=[CH:4][C:3]([C:6]([O:8][CH3:9])=[O:7])=[N:2]1.C(=NO)C1C(=CC=CC=1)O.C([O-])([O-])=O.[Cs+].[Cs+].[CH3:26][N:27]1[CH:31]=[C:30](I)[CH:29]=[N:28]1. (5) Given the product [Br:1][C:2]1[CH:7]=[C:6]([Cl:8])[CH:5]=[CH:4][C:3]=1[CH2:9][Br:29], predict the reactants needed to synthesize it. The reactants are: [Br:1][C:2]1[CH:7]=[C:6]([Cl:8])[CH:5]=[CH:4][C:3]=1[CH3:9].CC(N=NC(C#N)(C)C)(C#N)C.C1C(=O)N([Br:29])C(=O)C1. (6) Given the product [F:1][C:2]1[CH:3]=[C:4]([CH:8]=[CH:9][C:10]=1[C:11]1[CH:16]=[CH:15][C:14]([O:17][CH2:18][CH:19]2[CH2:20][CH2:21][N:22]([CH2:25][C:26]([F:29])([CH3:27])[CH3:28])[CH2:23][CH2:24]2)=[CH:13][N:12]=1)[C:5]([N:30]1[CH2:34][CH2:33][CH2:32][C@H:31]1[C:35]([NH2:44])=[O:36])=[O:6], predict the reactants needed to synthesize it. The reactants are: [F:1][C:2]1[CH:3]=[C:4]([CH:8]=[CH:9][C:10]=1[C:11]1[CH:16]=[CH:15][C:14]([O:17][CH2:18][CH:19]2[CH2:24][CH2:23][N:22]([CH2:25][C:26]([F:29])([CH3:28])[CH3:27])[CH2:21][CH2:20]2)=[CH:13][N:12]=1)[C:5](O)=[O:6].[NH:30]1[CH2:34][CH2:33][CH2:32][C@@H:31]1[CH2:35][OH:36].F[P-](F)(F)(F)(F)F.[N:44]1(O[P+](N(C)C)(N(C)C)N(C)C)C2C=CC=CC=2N=N1.O. (7) Given the product [CH3:1][N:2]1[CH2:6][CH:5]([C:7]([O:9][C:10]([CH3:11])([CH3:13])[CH3:12])=[O:8])[N:4]([CH2:42][C:43]([F:46])([F:45])[F:44])[C:3]1=[O:14], predict the reactants needed to synthesize it. The reactants are: [CH3:1][N:2]1[CH2:6][CH:5]([C:7]([O:9][C:10]([CH3:13])([CH3:12])[CH3:11])=[O:8])[NH:4][C:3]1=[O:14].O=C1N(C(OCC2C=CC=CC=2)=O)[C@H](C(O)=O)CN1.[H-].[Na+].ClC(Cl)(Cl)S(O[CH2:42][C:43]([F:46])([F:45])[F:44])(=O)=O.